Predict which catalyst facilitates the given reaction. From a dataset of Catalyst prediction with 721,799 reactions and 888 catalyst types from USPTO. (1) Reactant: [Cl:1][C:2]1[CH:3]=[C:4]([C:8]2[N:13]=[C:12]([CH2:14][C:15]3[CH:20]=[CH:19][C:18]([CH2:21][C:22](Cl)=[O:23])=[CH:17][CH:16]=3)[CH:11]=[C:10]([CH2:25][CH3:26])[N:9]=2)[CH:5]=[CH:6][CH:7]=1.[CH3:27][NH:28][CH2:29][CH2:30][CH3:31].C(N(C(C)C)CC)(C)C.Cl. Product: [Cl:1][C:2]1[CH:3]=[C:4]([C:8]2[N:13]=[C:12]([CH2:14][C:15]3[CH:16]=[CH:17][C:18]([CH2:21][C:22]([N:28]([CH3:27])[CH2:29][CH2:30][CH3:31])=[O:23])=[CH:19][CH:20]=3)[CH:11]=[C:10]([CH2:25][CH3:26])[N:9]=2)[CH:5]=[CH:6][CH:7]=1. The catalyst class is: 46. (2) Reactant: [CH3:1][O:2][C:3]1[C:20]([O:21][CH3:22])=[CH:19][C:6]([C:7]([C:9]2[NH:13][N:12]=[N:11][C:10]=2[C:14]([O:16][CH2:17][CH3:18])=[O:15])=[O:8])=[C:5]([N+:23]([O-:25])=[O:24])[CH:4]=1.O.[C:27]1([CH3:37])[CH:32]=[CH:31][C:30](S(O)(=O)=O)=[CH:29][CH:28]=1.C(OCC)(OCC)[O:39][CH2:40][CH3:41]. Product: [CH2:40]([O:39][C:31]([N:12]1[N:11]=[C:10]([C:14]([O:16][CH2:17][CH3:18])=[O:15])[C:9]([C:7](=[O:8])[C:6]2[CH:19]=[C:20]([O:21][CH3:22])[C:3]([O:2][CH3:1])=[CH:4][C:5]=2[N+:23]([O-:25])=[O:24])=[N:13]1)([CH2:30][CH2:29][CH3:28])[CH2:32][CH2:27][CH3:37])[CH3:41]. The catalyst class is: 2.